Dataset: NCI-60 drug combinations with 297,098 pairs across 59 cell lines. Task: Regression. Given two drug SMILES strings and cell line genomic features, predict the synergy score measuring deviation from expected non-interaction effect. (1) Drug 1: CN1CCC(CC1)COC2=C(C=C3C(=C2)N=CN=C3NC4=C(C=C(C=C4)Br)F)OC. Drug 2: CC1C(C(CC(O1)OC2CC(CC3=C2C(=C4C(=C3O)C(=O)C5=CC=CC=C5C4=O)O)(C(=O)C)O)N)O. Cell line: UO-31. Synergy scores: CSS=67.3, Synergy_ZIP=6.70, Synergy_Bliss=8.46, Synergy_Loewe=10.8, Synergy_HSA=11.5. (2) Drug 1: CC1=C(C=C(C=C1)NC(=O)C2=CC=C(C=C2)CN3CCN(CC3)C)NC4=NC=CC(=N4)C5=CN=CC=C5. Drug 2: C1=NC2=C(N1)C(=S)N=CN2. Cell line: COLO 205. Synergy scores: CSS=13.2, Synergy_ZIP=-0.906, Synergy_Bliss=-0.883, Synergy_Loewe=-23.0, Synergy_HSA=-4.00. (3) Drug 1: CC1OCC2C(O1)C(C(C(O2)OC3C4COC(=O)C4C(C5=CC6=C(C=C35)OCO6)C7=CC(=C(C(=C7)OC)O)OC)O)O. Drug 2: CC(C)(C#N)C1=CC(=CC(=C1)CN2C=NC=N2)C(C)(C)C#N. Cell line: CAKI-1. Synergy scores: CSS=43.2, Synergy_ZIP=-3.73, Synergy_Bliss=-4.20, Synergy_Loewe=-5.05, Synergy_HSA=-2.11. (4) Drug 1: CC1OCC2C(O1)C(C(C(O2)OC3C4COC(=O)C4C(C5=CC6=C(C=C35)OCO6)C7=CC(=C(C(=C7)OC)O)OC)O)O. Drug 2: C1CNP(=O)(OC1)N(CCCl)CCCl. Cell line: MALME-3M. Synergy scores: CSS=5.86, Synergy_ZIP=-6.89, Synergy_Bliss=-5.33, Synergy_Loewe=-18.4, Synergy_HSA=-3.71. (5) Drug 1: C1CN1C2=NC(=NC(=N2)N3CC3)N4CC4. Drug 2: CC(C)NC(=O)C1=CC=C(C=C1)CNNC.Cl. Cell line: MALME-3M. Synergy scores: CSS=9.91, Synergy_ZIP=-3.59, Synergy_Bliss=-0.677, Synergy_Loewe=-11.8, Synergy_HSA=-1.87. (6) Drug 1: C1C(C(OC1N2C=NC(=NC2=O)N)CO)O. Drug 2: C(CCl)NC(=O)N(CCCl)N=O. Cell line: SNB-75. Synergy scores: CSS=6.27, Synergy_ZIP=-1.29, Synergy_Bliss=1.85, Synergy_Loewe=0.0391, Synergy_HSA=0.857.